Dataset: NCI-60 drug combinations with 297,098 pairs across 59 cell lines. Task: Regression. Given two drug SMILES strings and cell line genomic features, predict the synergy score measuring deviation from expected non-interaction effect. (1) Drug 1: C1=CN(C(=O)N=C1N)C2C(C(C(O2)CO)O)O.Cl. Drug 2: CC1=C(C(CCC1)(C)C)C=CC(=CC=CC(=CC(=O)O)C)C. Cell line: LOX IMVI. Synergy scores: CSS=55.1, Synergy_ZIP=-2.09, Synergy_Bliss=-4.44, Synergy_Loewe=-26.8, Synergy_HSA=-0.400. (2) Drug 1: CS(=O)(=O)C1=CC(=C(C=C1)C(=O)NC2=CC(=C(C=C2)Cl)C3=CC=CC=N3)Cl. Drug 2: C1=CC=C(C(=C1)C(C2=CC=C(C=C2)Cl)C(Cl)Cl)Cl. Cell line: SK-MEL-5. Synergy scores: CSS=2.85, Synergy_ZIP=2.38, Synergy_Bliss=6.68, Synergy_Loewe=3.18, Synergy_HSA=3.44.